This data is from Forward reaction prediction with 1.9M reactions from USPTO patents (1976-2016). The task is: Predict the product of the given reaction. Given the reactants [F:1][C:2]1[CH:10]=[N:9][CH:8]=[CH:7][C:3]=1[C:4](O)=[O:5].S(Cl)([Cl:13])=O, predict the reaction product. The product is: [F:1][C:2]1[CH:10]=[N:9][CH:8]=[CH:7][C:3]=1[C:4]([Cl:13])=[O:5].